This data is from Full USPTO retrosynthesis dataset with 1.9M reactions from patents (1976-2016). The task is: Predict the reactants needed to synthesize the given product. (1) Given the product [C:2]1([N:8]2[C:21]([NH2:22])=[CH:20][C:19]([C:23]3[CH:28]=[CH:27][CH:26]=[CH:25][N:24]=3)=[N:9]2)[CH:7]=[CH:6][CH:5]=[CH:4][CH:3]=1, predict the reactants needed to synthesize it. The reactants are: Cl.[C:2]1([NH:8][NH2:9])[CH:7]=[CH:6][CH:5]=[CH:4][CH:3]=1.O=C1CCCC1C#N.O=[C:19]([C:23]1[CH:28]=[CH:27][CH:26]=[CH:25][N:24]=1)[CH2:20][C:21]#[N:22]. (2) Given the product [C:6]([O:7][C@H:9]1[C@@H:10]([O:4][C:1](=[O:3])[CH3:2])[C@H:11]([O:46][C:47](=[O:48])[CH3:49])[C@@H:6]([CH2:5][O:4][C:1](=[O:3])[CH3:2])[O:7][C@@H:8]1[C:24]1[CH:25]=[C:26]([C:30]2[CH:35]=[CH:34][C:33]([C:36]([OH:38])=[O:37])=[CH:32][N:31]=2)[CH:27]=[CH:28][CH:29]=1)(=[O:40])[CH3:5], predict the reactants needed to synthesize it. The reactants are: [C:1]([O:4][CH2:5][C@H:6]1[C@H:11](CC([O-])=O)[C@H:10](CC([O-])=O)[C@@H:9](CC([O-])=O)[C@H:8]([C:24]2[CH:29]=[CH:28][CH:27]=[C:26]([C:30]3[CH:35]=[CH:34][C:33]([C:36]([O:38]C)=[O:37])=[CH:32][N:31]=3)[CH:25]=2)[O:7]1)(=[O:3])[CH3:2].[OH-:40].[Na+].Cl.CC([O:46][C:47]([CH3:49])=[O:48])=O.